From a dataset of Full USPTO retrosynthesis dataset with 1.9M reactions from patents (1976-2016). Predict the reactants needed to synthesize the given product. Given the product [CH:1]1([CH2:7][C:8]([OH:24])([C:33]#[C:32][C:29]2[CH:30]=[CH:31][C:26]([CH3:25])=[CH:27][CH:28]=2)[C:9]([NH:11][C:12]2[CH:13]=[CH:14][C:15]3[C:20](=[O:21])[O:19][N:18]=[C:17]([CH3:22])[C:16]=3[CH:23]=2)=[O:10])[CH2:6][CH2:5][CH2:4][CH2:3][CH2:2]1, predict the reactants needed to synthesize it. The reactants are: [CH:1]1([CH2:7][C:8](=[O:24])[C:9]([NH:11][C:12]2[CH:13]=[CH:14][C:15]3[C:20](=[O:21])[O:19][N:18]=[C:17]([CH3:22])[C:16]=3[CH:23]=2)=[O:10])[CH2:6][CH2:5][CH2:4][CH2:3][CH2:2]1.[CH3:25][C:26]1[CH:31]=[CH:30][C:29]([C:32]#[CH:33])=[CH:28][CH:27]=1.C([Li])CCC.